Dataset: Catalyst prediction with 721,799 reactions and 888 catalyst types from USPTO. Task: Predict which catalyst facilitates the given reaction. (1) The catalyst class is: 6. Reactant: Br[C:2]1[CH:3]=[N:4][C:5]2[C:10]([CH:11]=1)=[CH:9][C:8]([CH2:12][C:13]1[N:17]3[N:18]=[CH:19][CH:20]=[N:21][C:16]3=[N:15][N:14]=1)=[CH:7][CH:6]=2.[CH3:22][N:23]1[CH:27]=[C:26](B2OC(C)(C)C(C)(C)O2)[CH:25]=[N:24]1.C(=O)([O-])[O-].[K+].[K+].O1CCOCC1. Product: [CH3:22][N:23]1[CH:27]=[C:26]([C:2]2[CH:3]=[N:4][C:5]3[C:10]([CH:11]=2)=[CH:9][C:8]([CH2:12][C:13]2[N:17]4[N:18]=[CH:19][CH:20]=[N:21][C:16]4=[N:15][N:14]=2)=[CH:7][CH:6]=3)[CH:25]=[N:24]1. (2) Reactant: [OH:1][C:2]1[C:3]([C:16]([NH:18][CH2:19][CH2:20][CH3:21])=[O:17])=[CH:4][N:5]([CH2:9][C:10]2[CH:15]=[CH:14][CH:13]=[CH:12][CH:11]=2)[C:6](=[O:8])[CH:7]=1.OC1C([C:37]([OH:39])=[O:38])=CN(CC2C=CC=CC=2)C(=O)C=1.CN(C(ON1N=NC2C=CC=NC1=2)=[N+](C)C)C.F[P-](F)(F)(F)(F)F.C(N)CC.[CH3:68][N:69](C)[CH:70]=[O:71]. Product: [OH:1][C:2]1[C:3]([C:16]([NH:18][CH2:19][CH2:20][CH3:21])=[O:17])=[CH:4][N:5]([CH2:9][C:10]2[CH:11]=[CH:12][CH:13]=[CH:14][CH:15]=2)[C:6](=[O:8])[C:7]=1[C:70]([NH:69][CH2:68][C:37]([OH:39])=[O:38])=[O:71]. The catalyst class is: 2. (3) Reactant: [CH2:1]([O:8][C:9]1[CH:14]=[CH:13][C:12]([OH:15])=[CH:11][CH:10]=1)[C:2]1[CH:7]=[CH:6][CH:5]=[CH:4][CH:3]=1.[CH3:16][S:17](Cl)(=[O:19])=[O:18]. The catalyst class is: 2. Product: [CH3:16][S:17]([O:15][C:12]1[CH:11]=[CH:10][C:9]([O:8][CH2:1][C:2]2[CH:3]=[CH:4][CH:5]=[CH:6][CH:7]=2)=[CH:14][CH:13]=1)(=[O:19])=[O:18].